This data is from Peptide-MHC class I binding affinity with 185,985 pairs from IEDB/IMGT. The task is: Regression. Given a peptide amino acid sequence and an MHC pseudo amino acid sequence, predict their binding affinity value. This is MHC class I binding data. The peptide sequence is VAYRPISA. The MHC is Mamu-B3901 with pseudo-sequence Mamu-B3901. The binding affinity (normalized) is 0.327.